This data is from Catalyst prediction with 721,799 reactions and 888 catalyst types from USPTO. The task is: Predict which catalyst facilitates the given reaction. Reactant: [NH2:1][C:2]1[N:3]=[C:4](Cl)[C:5]2[C:10]([C:11]([F:14])([F:13])[F:12])=[CH:9][N:8]([CH2:15][CH:16]3[CH2:21][CH2:20][N:19](C(OCCCC)=O)[CH2:18][CH2:17]3)[C:6]=2[N:7]=1.[Si]([Br:34])(C)(C)C.C(#N)C.C([O-])(O)=O.[Na+]. The catalyst class is: 425. Product: [Br:34][C:4]1[C:5]2[C:10]([C:11]([F:14])([F:13])[F:12])=[CH:9][N:8]([CH2:15][CH:16]3[CH2:21][CH2:20][NH:19][CH2:18][CH2:17]3)[C:6]=2[N:7]=[C:2]([NH2:1])[N:3]=1.